From a dataset of Ames mutagenicity test results for genotoxicity prediction. Regression/Classification. Given a drug SMILES string, predict its toxicity properties. Task type varies by dataset: regression for continuous values (e.g., LD50, hERG inhibition percentage) or binary classification for toxic/non-toxic outcomes (e.g., AMES mutagenicity, cardiotoxicity, hepatotoxicity). Dataset: ames. (1) The drug is OC1C=Cc2ccc3ncccc3c2C1O. The result is 0 (non-mutagenic). (2) The drug is C=C1C[C@@]23CCC4[C@@](C)(CCC[C@@]4(C)C(=O)O)C2CCC1(OC(C)=O)C3. The result is 0 (non-mutagenic). (3) The compound is Cc1ccc2c([N+](=O)[O-])cccc2c1. The result is 1 (mutagenic). (4) The compound is C[C@H](Cl)CN(C)C. The result is 1 (mutagenic). (5) The molecule is CC12OOC1Oc1ccccc12. The result is 1 (mutagenic). (6) The compound is CC1=CC2OC3C(O)C(O)C(C)(C34CO4)C2(CO)C(O)C1=O. The result is 0 (non-mutagenic). (7) The compound is O=c1c(Cl)c(Cl)cnn1S(=O)(=O)c1ccc(Cl)cc1. The result is 0 (non-mutagenic).